Predict the product of the given reaction. From a dataset of Forward reaction prediction with 1.9M reactions from USPTO patents (1976-2016). (1) Given the reactants [Cl:1][C:2]1[CH:31]=[CH:30][CH:29]=[C:28]([F:32])[C:3]=1[C:4]([NH:6][C:7]([N:9]([C:18]1[CH:23]=[CH:22][C:21]([C:24]([O:26][CH3:27])=[O:25])=[CH:20][CH:19]=1)[NH:10]C(OC(C)(C)C)=O)=[O:8])=O.FC(F)(F)C(O)=O, predict the reaction product. The product is: [Cl:1][C:2]1[CH:31]=[CH:30][CH:29]=[C:28]([F:32])[C:3]=1[C:4]1[NH:6][C:7](=[O:8])[N:9]([C:18]2[CH:23]=[CH:22][C:21]([C:24]([O:26][CH3:27])=[O:25])=[CH:20][CH:19]=2)[N:10]=1. (2) Given the reactants [Br:1][CH2:2][CH2:3][CH2:4][CH2:5][CH2:6][CH2:7][OH:8].[C:9](Cl)(=[O:12])[CH:10]=[CH2:11].[CH2:14](OCC)C, predict the reaction product. The product is: [C:9]([O:8][CH2:7][CH2:6][CH2:5][CH2:4][CH2:3][CH2:2][Br:1])(=[O:12])[C:10]([CH3:14])=[CH2:11]. (3) Given the reactants [F:1][CH2:2][C:3]1[N:4]=[CH:5][C:6]([C:9]([O:11]C)=[O:10])=[N:7][CH:8]=1.O.O.[OH-].[Li+].C(OCC)C, predict the reaction product. The product is: [F:1][CH2:2][C:3]1[N:4]=[CH:5][C:6]([C:9]([OH:11])=[O:10])=[N:7][CH:8]=1. (4) Given the reactants [ClH:1].[CH2:2]([OH:8])[CH2:3][CH2:4][CH2:5][CH2:6][CH3:7], predict the reaction product. The product is: [ClH:1].[CH2:2]([OH:8])[CH2:3][CH2:4][CH2:5][CH2:6][CH3:7].[OH2:8]. (5) Given the reactants FC(F)(F)S(O[C:7]1[CH:20]=[C:19]2[C:10]([O:11][C:12]3[CH:13]=[CH:14][C:15]([N:26]4[CH2:31][CH2:30][O:29][C:28]([CH3:33])([CH3:32])[CH2:27]4)=[CH:16][C:17]=3[C@@:18]32[CH2:24][O:23][C:22]([NH2:25])=[N:21]3)=[CH:9][CH:8]=1)(=O)=O.[F:36][C:37]1[C:42](B(O)O)=[CH:41][CH:40]=[CH:39][N:38]=1.CN(C=O)C.C(=O)([O-])[O-].[Na+].[Na+], predict the reaction product. The product is: [CH3:32][C:28]1([CH3:33])[CH2:27][N:26]([C:15]2[CH:14]=[CH:13][C:12]3[O:11][C:10]4[C:19](=[CH:20][C:7]([C:42]5[C:37]([F:36])=[N:38][CH:39]=[CH:40][CH:41]=5)=[CH:8][CH:9]=4)[C@@:18]4([CH2:24][O:23][C:22]([NH2:25])=[N:21]4)[C:17]=3[CH:16]=2)[CH2:31][CH2:30][O:29]1. (6) Given the reactants C([O:8][C:9]1[CH:18]=[CH:17][C:16]2[C:11](=[CH:12][CH:13]=[CH:14][CH:15]=2)[C:10]=1[C:19]1[O:23][C:22]([NH2:24])=[N:21][CH:20]=1)C1C=CC=CC=1.[H][H], predict the reaction product. The product is: [NH2:24][C:22]1[O:23][C:19]([C:10]2[C:11]3[C:16](=[CH:15][CH:14]=[CH:13][CH:12]=3)[CH:17]=[CH:18][C:9]=2[OH:8])=[CH:20][N:21]=1.